This data is from Catalyst prediction with 721,799 reactions and 888 catalyst types from USPTO. The task is: Predict which catalyst facilitates the given reaction. Reactant: [Cl:1][C:2]1[CH:3]=[C:4]([C:8]([NH:10][C@@H:11]2[CH2:16][CH2:15][N:14](C(OCC)=O)[CH2:13][C@@H:12]2[O:22][CH2:23][CH3:24])=[O:9])[NH:5][C:6]=1[CH3:7].[OH-].[K+].O.NN.O. Product: [Cl:1][C:2]1[CH:3]=[C:4]([C:8]([NH:10][C@@H:11]2[CH2:16][CH2:15][NH:14][CH2:13][C@@H:12]2[O:22][CH2:23][CH3:24])=[O:9])[NH:5][C:6]=1[CH3:7]. The catalyst class is: 196.